Dataset: Reaction yield outcomes from USPTO patents with 853,638 reactions. Task: Predict the reaction yield, written as a fraction of the theoretical maximum amount of product (1.0 means a 100% yield; for example, 0.34 means a 34% yield). (1) The reactants are [F:1][C:2]1[C:3]([CH3:19])=[C:4]([C@:9]2([C:15]([O:17][CH3:18])=[O:16])[CH2:13][CH2:12][C@H:11]([OH:14])[CH2:10]2)[CH:5]=[CH:6][C:7]=1[F:8].CC(OI1(OC(C)=O)(OC(C)=O)OC(=O)C2C=CC=CC1=2)=O. The catalyst is ClCCl. The product is [F:1][C:2]1[C:3]([CH3:19])=[C:4]([C@:9]2([C:15]([O:17][CH3:18])=[O:16])[CH2:13][CH2:12][C:11](=[O:14])[CH2:10]2)[CH:5]=[CH:6][C:7]=1[F:8]. The yield is 0.920. (2) The reactants are [C:1]([O:5][C:6]([N:8]1[CH2:13][CH2:12][C:11](=O)[C:10](=[CH:15]N(C)C)[CH2:9]1)=[O:7])([CH3:4])([CH3:3])[CH3:2].S(O)(O)(=O)=O.[CH3:24][S:25][C:26](=[NH:28])[NH2:27].[CH3:24][S:25][C:26](=[NH:28])[NH2:27].[OH-].[Na+]. The catalyst is O. The product is [C:1]([O:5][C:6]([N:8]1[CH2:13][CH2:12][C:11]2[N:28]=[C:26]([S:25][CH3:24])[N:27]=[CH:15][C:10]=2[CH2:9]1)=[O:7])([CH3:4])([CH3:2])[CH3:3]. The yield is 0.370. (3) The reactants are [CH3:1][C:2]1[N:11]([CH:12]2[CH2:17][CH2:16][C:15](=[O:18])[NH:14][C:13]2=[O:19])[C:10](=[O:20])[C:9]2[C:4](=[CH:5][CH:6]=[CH:7][C:8]=2[N+:21]([O-])=O)[N:3]=1. The catalyst is CN(C=O)C.[OH-].[OH-].[Pd+2]. The product is [NH2:21][C:8]1[CH:7]=[CH:6][CH:5]=[C:4]2[C:9]=1[C:10](=[O:20])[N:11]([CH:12]1[CH2:17][CH2:16][C:15](=[O:18])[NH:14][C:13]1=[O:19])[C:2]([CH3:1])=[N:3]2. The yield is 0.690. (4) The reactants are Br[C:2]1[C:7]([F:8])=[C:6]([Cl:9])[N:5]=[C:4]([N:10]2[CH2:15][CH2:14][O:13][CH2:12][CH2:11]2)[CH:3]=1.[CH3:16][C:17]1[CH:23]=[CH:22][C:20]([NH2:21])=[CH:19][C:18]=1B1OC(C)(C)C(C)(C)O1.C([O-])([O-])=O.[Na+].[Na+]. The catalyst is COCCOC.C1C=CC([P]([Pd]([P](C2C=CC=CC=2)(C2C=CC=CC=2)C2C=CC=CC=2)([P](C2C=CC=CC=2)(C2C=CC=CC=2)C2C=CC=CC=2)[P](C2C=CC=CC=2)(C2C=CC=CC=2)C2C=CC=CC=2)(C2C=CC=CC=2)C2C=CC=CC=2)=CC=1. The product is [Cl:9][C:6]1[C:7]([F:8])=[C:2]([C:18]2[CH:19]=[C:20]([CH:22]=[CH:23][C:17]=2[CH3:16])[NH2:21])[CH:3]=[C:4]([N:10]2[CH2:15][CH2:14][O:13][CH2:12][CH2:11]2)[N:5]=1. The yield is 0.870.